Dataset: Catalyst prediction with 721,799 reactions and 888 catalyst types from USPTO. Task: Predict which catalyst facilitates the given reaction. (1) Reactant: [O:1]=[S:2]1(=[O:41])[C:8]2[CH:9]=[CH:10][CH:11]=[CH:12][C:7]=2[CH2:6][N:5]([C:13]2[CH:22]=[C:21]([NH:23][C@H:24]3[C@H:28]([F:29])[CH2:27][N:26](C(OCC4C=CC=CC=4)=O)[CH2:25]3)[C:20]3[C:15](=[CH:16][CH:17]=[C:18]([CH3:40])[CH:19]=3)[N:14]=2)[CH2:4][CH2:3]1.[OH-].[K+]. Product: [O:41]=[S:2]1(=[O:1])[C:8]2[CH:9]=[CH:10][CH:11]=[CH:12][C:7]=2[CH2:6][N:5]([C:13]2[CH:22]=[C:21]([NH:23][C@H:24]3[C@H:28]([F:29])[CH2:27][NH:26][CH2:25]3)[C:20]3[C:15](=[CH:16][CH:17]=[C:18]([CH3:40])[CH:19]=3)[N:14]=2)[CH2:4][CH2:3]1. The catalyst class is: 5. (2) Reactant: [H-].[Na+].[Cl:3][C:4]1[CH:9]=[C:8]([O:10][C:11]2[CH:16]=[CH:15][C:14]([F:17])=[CH:13][C:12]=2[F:18])[CH:7]=[CH:6][C:5]=1[C:19](=[O:21])[CH3:20].[NH4+].[Cl-].[CH2:24]1COCC1.CS(C)=O. Product: [Cl:3][C:4]1[CH:9]=[C:8]([O:10][C:11]2[CH:16]=[CH:15][C:14]([F:17])=[CH:13][C:12]=2[F:18])[CH:7]=[CH:6][C:5]=1[C:19]1([CH3:24])[CH2:20][O:21]1. The catalyst class is: 680. (3) Reactant: [Br:1][C:2]1[C:3]([C:14](=[S:16])[NH2:15])=[CH:4][C:5]([NH:8][C:9]([NH:11][CH2:12][CH3:13])=[O:10])=[N:6][CH:7]=1.CO[C:19]1C=CC(P2(SP(C3C=CC(OC)=CC=3)(=S)S2)=S)=C[CH:24]=1. Product: [Br:1][C:2]1[C:3]([C:14](=[S:16])[NH2:15])=[CH:4][C:5]([NH:8][C:9]([NH:11][CH:12]([CH2:19][CH3:24])[CH3:13])=[O:10])=[N:6][CH:7]=1. The catalyst class is: 1. (4) Reactant: [C:1]([O:5][C:6]([NH:8][CH2:9][CH2:10][CH2:11][C@H:12]([NH:17][C:18]([C:20]1[CH:25]=[CH:24][C:23]([CH:26]([C:33]2[CH:38]=[CH:37][CH:36]=[CH:35][CH:34]=2)[C:27]2[CH:32]=[CH:31][CH:30]=[CH:29][CH:28]=2)=[CH:22][CH:21]=1)=[O:19])[C:13]([O:15]C)=[O:14])=[O:7])([CH3:4])([CH3:3])[CH3:2].C1COCC1.[OH-].[Na+]. Product: [C:1]([O:5][C:6]([NH:8][CH2:9][CH2:10][CH2:11][C@H:12]([NH:17][C:18]([C:20]1[CH:21]=[CH:22][C:23]([CH:26]([C:27]2[CH:28]=[CH:29][CH:30]=[CH:31][CH:32]=2)[C:33]2[CH:38]=[CH:37][CH:36]=[CH:35][CH:34]=2)=[CH:24][CH:25]=1)=[O:19])[C:13]([OH:15])=[O:14])=[O:7])([CH3:4])([CH3:2])[CH3:3]. The catalyst class is: 5. (5) Reactant: C[O:2][C:3](=[O:21])[CH2:4][CH2:5][N:6]1[C:11]2[CH:12]=[C:13]([Cl:16])[CH:14]=[CH:15][C:10]=2[O:9][CH:8]([CH:17]([CH3:19])[CH3:18])[C:7]1=[O:20].[OH-].[Na+]. Product: [Cl:16][C:13]1[CH:14]=[CH:15][C:10]2[O:9][CH:8]([CH:17]([CH3:19])[CH3:18])[C:7](=[O:20])[N:6]([CH2:5][CH2:4][C:3]([OH:21])=[O:2])[C:11]=2[CH:12]=1. The catalyst class is: 5. (6) The catalyst class is: 37. Product: [F:17][C:18]1[CH:27]=[CH:26][CH:25]=[C:24]2[C:19]=1[CH2:20][CH2:21][CH2:22][N:23]2[C:2]1[C:3](=[O:16])[NH:4][C:5]2[C:10]([N:11]=1)=[CH:9][C:8]([C:12]([O:14][CH3:15])=[O:13])=[CH:7][CH:6]=2. Reactant: Cl[C:2]1[C:3](=[O:16])[NH:4][C:5]2[C:10]([N:11]=1)=[CH:9][C:8]([C:12]([O:14][CH3:15])=[O:13])=[CH:7][CH:6]=2.[F:17][C:18]1[CH:27]=[CH:26][CH:25]=[C:24]2[C:19]=1[CH2:20][CH2:21][CH2:22][NH:23]2. (7) The catalyst class is: 10. Product: [Br:1][C:2]1[C:3]([NH:18][C@@H:19]2[CH2:24][CH2:23][CH2:22][CH2:21][C@H:20]2[OH:25])=[N:4][C:5]([Cl:8])=[N:6][CH:7]=1. Reactant: [Br:1][C:2]1[C:3](Cl)=[N:4][C:5]([Cl:8])=[N:6][CH:7]=1.C(N(CC)CC)C.Cl.[NH2:18][C@@H:19]1[CH2:24][CH2:23][CH2:22][CH2:21][C@H:20]1[OH:25]. (8) Reactant: [CH2:1]([C@H:8]([NH:21][C:22](=[O:28])[O:23][C:24]([CH3:27])([CH3:26])[CH3:25])[CH2:9][C@H:10]([OH:20])[C@@H:11]([NH2:19])[CH2:12][C:13]1[CH:18]=[CH:17][CH:16]=[CH:15][CH:14]=1)[C:2]1[CH:7]=[CH:6][CH:5]=[CH:4][CH:3]=1.[CH3:29][C:30]1[CH:40]=[CH:39][CH:38]=[C:37]([CH3:41])[C:31]=1[O:32][CH2:33][C:34](O)=[O:35].ON1C2C=CC=CC=2N=N1.CN1CCOCC1. Product: [CH2:1]([C@H:8]([NH:21][C:22](=[O:28])[O:23][C:24]([CH3:25])([CH3:27])[CH3:26])[CH2:9][C@H:10]([OH:20])[C@@H:11]([NH:19][C:34](=[O:35])[CH2:33][O:32][C:31]1[C:30]([CH3:29])=[CH:40][CH:39]=[CH:38][C:37]=1[CH3:41])[CH2:12][C:13]1[CH:14]=[CH:15][CH:16]=[CH:17][CH:18]=1)[C:2]1[CH:7]=[CH:6][CH:5]=[CH:4][CH:3]=1. The catalyst class is: 9. (9) Reactant: Br[C:2]1[CH:7]=[CH:6][CH:5]=[C:4]([CH:8]([CH3:10])[CH3:9])[CH:3]=1.[Li]CCCC.CON(C)[C:19](=[O:21])[CH3:20]. Product: [CH:8]([C:4]1[CH:3]=[C:2]([C:19](=[O:21])[CH3:20])[CH:7]=[CH:6][CH:5]=1)([CH3:10])[CH3:9]. The catalyst class is: 1. (10) Reactant: [CH2:1]([S:3][C:4]1[N:9]2[CH:10]=[CH:11][N:12]=[C:8]2[CH:7]=[C:6]([C:13]2[CH:18]=[CH:17][C:16]([S:19](Cl)(=[O:21])=[O:20])=[C:15]([O:23][CH3:24])[CH:14]=2)[N:5]=1)[CH3:2].[NH:25]1[CH2:30][CH2:29][CH2:28][CH2:27][CH2:26]1.O.C(Cl)Cl. Product: [CH2:1]([S:3][C:4]1[N:9]2[CH:10]=[CH:11][N:12]=[C:8]2[CH:7]=[C:6]([C:13]2[CH:18]=[CH:17][C:16]([S:19]([N:25]3[CH2:30][CH2:29][CH2:28][CH2:27][CH2:26]3)(=[O:21])=[O:20])=[C:15]([O:23][CH3:24])[CH:14]=2)[N:5]=1)[CH3:2]. The catalyst class is: 61.